This data is from Cav3 T-type calcium channel HTS with 100,875 compounds. The task is: Binary Classification. Given a drug SMILES string, predict its activity (active/inactive) in a high-throughput screening assay against a specified biological target. (1) The molecule is Brc1cc2c(N(C(=O)C3CC3)CC2)c(S(=O)(=O)NCCN2CCOCC2)c1. The result is 0 (inactive). (2) The compound is O=C(Cn1c=2n(c3c1cccc3)CCN2)c1cc2OCOc2cc1. The result is 0 (inactive). (3) The drug is Clc1ccc(c2nn(S(=O)(=O)C)c(SCc3ccccc3)n2)cc1. The result is 0 (inactive). (4) The molecule is S(=O)(=O)(N(CCCC)C(=O)NC(OCC1Oc2c(OC1)cccc2)=O)C. The result is 0 (inactive). (5) The compound is O=c1[nH]c2c(nc1Cc1ccccc1)cccc2. The result is 0 (inactive).